Dataset: Peptide-MHC class I binding affinity with 185,985 pairs from IEDB/IMGT. Task: Regression. Given a peptide amino acid sequence and an MHC pseudo amino acid sequence, predict their binding affinity value. This is MHC class I binding data. (1) The peptide sequence is MDGPKVKQW. The MHC is H-2-Kk with pseudo-sequence H-2-Kk. The binding affinity (normalized) is 0.210. (2) The peptide sequence is MGMEQTMSV. The MHC is HLA-A03:01 with pseudo-sequence HLA-A03:01. The binding affinity (normalized) is 0.0847. (3) The peptide sequence is KRLQILGYL. The MHC is HLA-A02:03 with pseudo-sequence HLA-A02:03. The binding affinity (normalized) is 0.0847. (4) The peptide sequence is HTAAPWGSY. The MHC is BoLA-T2a with pseudo-sequence BoLA-T2a. The binding affinity (normalized) is 0.0641. (5) The peptide sequence is IYGACYSIEPL. The MHC is Patr-A0901 with pseudo-sequence Patr-A0901. The binding affinity (normalized) is 0.378. (6) The peptide sequence is PYNSVTDTI. The MHC is Patr-A0901 with pseudo-sequence Patr-A0901. The binding affinity (normalized) is 0.153. (7) The peptide sequence is IVHVDHECF. The MHC is HLA-A02:03 with pseudo-sequence HLA-A02:03. The binding affinity (normalized) is 0.0847. (8) The MHC is Mamu-A01 with pseudo-sequence Mamu-A01. The binding affinity (normalized) is 1.00. The peptide sequence is LSPRGINNV. (9) The peptide sequence is KTVQFCDAMR. The MHC is HLA-A33:01 with pseudo-sequence HLA-A33:01. The binding affinity (normalized) is 0.322. (10) The peptide sequence is AIDPRRIVA. The MHC is HLA-A02:01 with pseudo-sequence HLA-A02:01. The binding affinity (normalized) is 0.0847.